The task is: Predict the reactants needed to synthesize the given product.. This data is from Full USPTO retrosynthesis dataset with 1.9M reactions from patents (1976-2016). Given the product [CH3:21][N:5]1[C:6]2[C:11](=[CH:10][CH:9]=[C:8]([C:12]([F:15])([F:13])[F:14])[CH:7]=2)[C:2](=[O:1])[C:3]([C:16]([O:18][CH2:19][CH3:20])=[O:17])=[CH:4]1, predict the reactants needed to synthesize it. The reactants are: [OH:1][C:2]1[C:11]2[C:6](=[CH:7][C:8]([C:12]([F:15])([F:14])[F:13])=[CH:9][CH:10]=2)[N:5]=[CH:4][C:3]=1[C:16]([O:18][CH2:19][CH3:20])=[O:17].[CH3:21]N(C=O)C.C(=O)([O-])[O-].[K+].[K+].CI.